From a dataset of Forward reaction prediction with 1.9M reactions from USPTO patents (1976-2016). Predict the product of the given reaction. (1) Given the reactants COC1[CH:8]=[CH:7][C:6]([C@@H:9]([N:11]([CH2:22][C:23]2[N:24]=[C:25]3[CH:30]=[CH:29][CH:28]=[C:27]([N:31]4[CH2:36][CH2:35][N:34]([CH3:37])[CH2:33][CH2:32]4)[N:26]3[CH:38]=2)[C@@H:12]2[C:21]3[N:20]=[CH:19][CH:18]=[CH:17][C:16]=3[CH2:15][CH2:14][CH2:13]2)C)=CC=1.C1(C=O)CC1, predict the reaction product. The product is: [CH:6]1([CH2:9][N:11]([CH2:22][C:23]2[N:24]=[C:25]3[CH:30]=[CH:29][CH:28]=[C:27]([N:31]4[CH2:36][CH2:35][N:34]([CH3:37])[CH2:33][CH2:32]4)[N:26]3[CH:38]=2)[C@@H:12]2[C:21]3[N:20]=[CH:19][CH:18]=[CH:17][C:16]=3[CH2:15][CH2:14][CH2:13]2)[CH2:8][CH2:7]1. (2) The product is: [CH:2]([C:5]1[CH:6]=[C:7]([O:22][C:23]([F:26])([F:24])[F:25])[CH:8]=[C:9]2[C:14]=1[O:13][CH:12]([C:15]([F:18])([F:17])[F:16])[C:11]([C:19]([OH:21])=[O:20])=[CH:10]2)([CH3:4])[CH3:3]. Given the reactants O[C:2]([C:5]1[CH:6]=[C:7]([O:22][C:23]([F:26])([F:25])[F:24])[CH:8]=[C:9]2[C:14]=1[O:13][CH:12]([C:15]([F:18])([F:17])[F:16])[C:11]([C:19]([OH:21])=[O:20])=[CH:10]2)([CH3:4])[CH3:3].C([SiH](CC)CC)C.C(O)(C(F)(F)F)=O, predict the reaction product. (3) Given the reactants [Br:1][C:2]1[CH:3]=[C:4]2[C:9](=[CH:10][CH:11]=1)[N:8]=[C:7]([O:12][CH3:13])[C:6]([CH2:14]Br)=[C:5]2[Cl:16].[F:17][C:18]([F:27])([F:26])[CH2:19][N:20]1[CH2:25][CH2:24][NH:23][CH2:22][CH2:21]1.C(N(CC)C(C)C)(C)C, predict the reaction product. The product is: [Br:1][C:2]1[CH:3]=[C:4]2[C:9](=[CH:10][CH:11]=1)[N:8]=[C:7]([O:12][CH3:13])[C:6]([CH2:14][N:23]1[CH2:22][CH2:21][N:20]([CH2:19][C:18]([F:26])([F:27])[F:17])[CH2:25][CH2:24]1)=[C:5]2[Cl:16]. (4) Given the reactants [C:1](Cl)(=[O:3])[CH3:2].[NH2:5][C:6]1[N:15]=[C:14]([C:16]([N:18]2[CH2:26][C:25]3[C:20](=[CH:21][CH:22]=[CH:23][CH:24]=3)[CH2:19]2)=[O:17])[C:13]2[C:8](=[CH:9][CH:10]=[C:11]([C:27]3[CH:32]=[C:31]([F:33])[C:30]([F:34])=[CH:29][C:28]=3[CH2:35][OH:36])[CH:12]=2)[N:7]=1.C(OCC)(=O)C.O, predict the reaction product. The product is: [C:1]([O:36][CH2:35][C:28]1[CH:29]=[C:30]([F:34])[C:31]([F:33])=[CH:32][C:27]=1[C:11]1[CH:12]=[C:13]2[C:8](=[CH:9][CH:10]=1)[N:7]=[C:6]([NH2:5])[N:15]=[C:14]2[C:16]([N:18]1[CH2:19][C:20]2[C:25](=[CH:24][CH:23]=[CH:22][CH:21]=2)[CH2:26]1)=[O:17])(=[O:3])[CH3:2]. (5) The product is: [Br:8][C:17]1[CH:18]=[C:19]([S:22]([NH2:25])(=[O:24])=[O:23])[N:20]([CH3:21])[C:16]=1[CH2:15][CH:9]1[CH2:10][CH2:11][CH2:12][CH2:13][CH2:14]1. Given the reactants C1C(=O)N([Br:8])C(=O)C1.[CH:9]1([CH2:15][C:16]2[N:20]([CH3:21])[C:19]([S:22]([NH2:25])(=[O:24])=[O:23])=[CH:18][CH:17]=2)[CH2:14][CH2:13][CH2:12][CH2:11][CH2:10]1.O, predict the reaction product. (6) The product is: [CH2:24]([N:26]([CH2:30][CH3:31])[C:27]([N:13]1[CH2:12][CH2:11][CH:10]([N:9]([C@H:16]2[CH2:21][CH2:20][C@H:19]([CH3:22])[CH2:18][CH2:17]2)[C:8]([NH:7][C:5]2[S:6][C:2]([Cl:1])=[CH:3][N:4]=2)=[O:23])[CH2:15][CH2:14]1)=[O:28])[CH3:25]. Given the reactants [Cl:1][C:2]1[S:6][C:5]([NH:7][C:8](=[O:23])[N:9]([C@H:16]2[CH2:21][CH2:20][C@H:19]([CH3:22])[CH2:18][CH2:17]2)[CH:10]2[CH2:15][CH2:14][NH:13][CH2:12][CH2:11]2)=[N:4][CH:3]=1.[CH2:24]([N:26]([CH2:30][CH3:31])[C:27](Cl)=[O:28])[CH3:25], predict the reaction product. (7) Given the reactants CC1C=CC(S(OCC2CC3C=CC=C(C4C=CSC=4)C=3O2)(=O)=O)=CC=1.[N-]=[N+]=[N-].[Na+].[N:31]([CH2:34][CH:35]1[CH2:39][C:38]2[CH:40]=[C:41](Cl)[CH:42]=[C:43]([C:44]3[CH:48]=[CH:47][S:46][CH:45]=3)[C:37]=2[O:36]1)=[N+]=[N-].S1C=CC(C2C3OC(CN=[N+]=[N-])CC=3C=CC=2)=C1.[N-]=[N+]=[N-], predict the reaction product. The product is: [S:46]1[CH:47]=[CH:48][C:44]([C:43]2[C:37]3[O:36][CH:35]([CH2:34][NH2:31])[CH2:39][C:38]=3[CH:40]=[CH:41][CH:42]=2)=[CH:45]1. (8) Given the reactants [Br:1][C:2]1[CH:7]=[CH:6][C:5]([C:8]2[C:9](=[O:17])[NH:10][C:11]3([CH2:16][CH2:15][O:14][CH2:13]3)[N:12]=2)=[CH:4][CH:3]=1.[H-].[Na+].Br[CH2:21][C:22]([NH:24][C:25]1[CH:30]=[CH:29][CH:28]=[C:27]([C:31]([F:34])([F:33])[F:32])[CH:26]=1)=[O:23], predict the reaction product. The product is: [Br:1][C:2]1[CH:3]=[CH:4][C:5]([C:8]2[C:9](=[O:17])[N:10]([CH2:21][C:22]([NH:24][C:25]3[CH:30]=[CH:29][CH:28]=[C:27]([C:31]([F:32])([F:33])[F:34])[CH:26]=3)=[O:23])[C:11]3([CH2:16][CH2:15][O:14][CH2:13]3)[N:12]=2)=[CH:6][CH:7]=1.